From a dataset of Forward reaction prediction with 1.9M reactions from USPTO patents (1976-2016). Predict the product of the given reaction. (1) Given the reactants [CH3:1][O:2]/[N:3]=[C:4](/[C:15]1[CH:20]=[CH:19][CH:18]=[CH:17][C:16]=1[CH3:21])\[CH2:5][O:6][C:7]1[CH:14]=[CH:13][C:10]([CH:11]=O)=[CH:9][CH:8]=1.[NH2:22][C:23]1[CH:28]=[CH:27][C:26]([CH2:29][CH2:30][C:31]([OH:33])=[O:32])=[CH:25][CH:24]=1, predict the reaction product. The product is: [CH3:1][O:2]/[N:3]=[C:4](/[C:15]1[CH:20]=[CH:19][CH:18]=[CH:17][C:16]=1[CH3:21])\[CH2:5][O:6][C:7]1[CH:14]=[CH:13][C:10]([CH2:11][NH:22][C:23]2[CH:24]=[CH:25][C:26]([CH2:29][CH2:30][C:31]([OH:33])=[O:32])=[CH:27][CH:28]=2)=[CH:9][CH:8]=1. (2) Given the reactants Br[C:2]1[CH:7]=[CH:6][C:5]([C:8]([C:10]([C:12]2[CH:17]=[CH:16][C:15](Br)=[CH:14][CH:13]=2)=[O:11])=[O:9])=[CH:4][CH:3]=1.C([O-])([O-])=O.[K+].[K+].[Li+].[Cl-].[CH2:27]=[CH:28][C:29]1[CH:34]=[CH:33][CH:32]=[CH:31][CH:30]=1, predict the reaction product. The product is: [CH:27]([C:2]1[CH:7]=[CH:6][C:5]([C:8](=[O:9])[C:10]([C:12]2[CH:17]=[CH:16][C:15]([CH:10]=[CH:8][C:5]3[CH:6]=[CH:7][CH:2]=[CH:3][CH:4]=3)=[CH:14][CH:13]=2)=[O:11])=[CH:4][CH:3]=1)=[CH:28][C:29]1[CH:34]=[CH:33][CH:32]=[CH:31][CH:30]=1. (3) Given the reactants [C:1]([NH:4][C:5]1[N:6]=[C:7](OS(C2C(C(C)C)=CC(C(C)C)=CC=2C(C)C)(=O)=O)[C:8]2[S:13][C:12](=[O:14])[N:11]([C@@H:15]3[O:27][C@H:26]([CH2:28][O:29][C:30](=[O:32])[CH3:31])[C@@H:21]([O:22][C:23](=[O:25])[CH3:24])[C@H:16]3[O:17][C:18](=[O:20])[CH3:19])[C:9]=2[N:10]=1)(=[O:3])[CH3:2].[CH3:52][NH2:53], predict the reaction product. The product is: [C:1]([NH:4][C:5]1[N:6]=[C:7]([NH:53][CH3:52])[C:8]2[S:13][C:12](=[O:14])[N:11]([C@@H:15]3[O:27][C@H:26]([CH2:28][O:29][C:30](=[O:32])[CH3:31])[C@@H:21]([O:22][C:23](=[O:25])[CH3:24])[C@H:16]3[O:17][C:18](=[O:20])[CH3:19])[C:9]=2[N:10]=1)(=[O:3])[CH3:2]. (4) Given the reactants [CH2:1]([O:3][CH2:4][C:5]1[N:6]([NH2:18])[C:7]2[C:16]3[CH:15]=[CH:14][CH:13]=[CH:12][C:11]=3[N:10]=[CH:9][C:8]=2[N:17]=1)[CH3:2].[CH3:19][CH2:20][C:21](=O)[CH2:22][CH3:23].C(Cl)(Cl)Cl.CO, predict the reaction product. The product is: [CH2:1]([O:3][CH2:4][C:5]1[N:6]([N:18]=[C:21]([CH2:22][CH3:23])[CH2:20][CH3:19])[C:7]2[C:16]3[CH:15]=[CH:14][CH:13]=[CH:12][C:11]=3[N:10]=[CH:9][C:8]=2[N:17]=1)[CH3:2]. (5) The product is: [NH:5]1[C:13]2[C:8](=[CH:9][CH:10]=[C:11]([C:14]([O:16][CH3:17])=[O:15])[CH:12]=2)[CH2:7][CH2:6]1. Given the reactants [BH3-]C#N.[Na+].[NH:5]1[C:13]2[C:8](=[CH:9][CH:10]=[C:11]([C:14]([O:16][CH3:17])=[O:15])[CH:12]=2)[CH:7]=[CH:6]1, predict the reaction product. (6) Given the reactants [C:7](O[C:7](=[O:11])[CH:8]([CH3:10])[CH3:9])(=[O:11])[CH:8]([CH3:10])[CH3:9].[Br:12][C:13]1[CH:14]=[C:15]([NH:19][NH2:20])[CH:16]=[CH:17][CH:18]=1.C(N(CC)CC)C, predict the reaction product. The product is: [Br:12][C:13]1[CH:14]=[C:15]([NH:19][NH:20][C:7](=[O:11])[CH:8]([CH3:9])[CH3:10])[CH:16]=[CH:17][CH:18]=1. (7) Given the reactants [CH3:1][N:2]1[C:7]2=[CH:8][S:9][C:10](C)=[C:6]2[C:5](=[O:12])[N:4]([CH3:13])[C:3]1=[O:14].[F:15][C:16]1[CH:21]=[CH:20][C:19]([C:22]2[N:23]=[C:24]([NH2:27])[S:25][CH:26]=2)=[CH:18][C:17]=1[C:28]([F:31])([F:30])[F:29].CCN=C=NC[CH2:38][CH2:39]N(C)C.Cl.C1C=CC2N([OH:53])N=NC=2C=1, predict the reaction product. The product is: [CH3:1][N:2]1[C:10]2[S:9][CH:8]=[C:7]([CH2:38][C:39]([NH:27][C:24]3[S:25][CH:26]=[C:22]([C:19]4[CH:20]=[CH:21][C:16]([F:15])=[C:17]([C:28]([F:29])([F:31])[F:30])[CH:18]=4)[N:23]=3)=[O:53])[C:6]=2[C:5](=[O:12])[N:4]([CH3:13])[C:3]1=[O:14].